Task: Predict the product of the given reaction.. Dataset: Forward reaction prediction with 1.9M reactions from USPTO patents (1976-2016) (1) The product is: [F:15][C:16]1[CH:17]=[CH:18][C:19]([O:25][CH3:26])=[C:20]([CH:24]=1)[CH2:21][N:22]([CH3:23])[C:12](=[O:14])[CH2:11][CH2:10][CH2:9][S:8][C:5]1[CH:4]=[CH:3][C:2]([F:1])=[CH:7][CH:6]=1. Given the reactants [F:1][C:2]1[CH:7]=[CH:6][C:5]([S:8][CH2:9][CH2:10][CH2:11][C:12]([OH:14])=O)=[CH:4][CH:3]=1.[F:15][C:16]1[CH:17]=[CH:18][C:19]([O:25][CH3:26])=[C:20]([CH:24]=1)[CH2:21][NH:22][CH3:23], predict the reaction product. (2) Given the reactants [F:1][C:2]([F:7])([F:6])[C:3]([OH:5])=[O:4].[OH:8][C:9]([C:12]1[N:17]=[C:16]([C:18]([F:21])([F:20])[F:19])[N:15]=[C:14]([O:22][C@@H:23]2[CH2:28][CH2:27][C@H:26]([N:29]3[CH2:32][C:31]([CH2:55][C:56]#[N:57])([N:33]4[CH:37]=[C:36]([C:38]5[C:39]6[CH:46]=[CH:45][N:44](COCC[Si](C)(C)C)[C:40]=6[N:41]=[CH:42][N:43]=5)[CH:35]=[N:34]4)[CH2:30]3)[CH2:25][CH2:24]2)[CH:13]=1)([CH3:11])[CH3:10].[OH-].[NH4+].O, predict the reaction product. The product is: [F:1][C:2]([F:7])([F:6])[C:3]([OH:5])=[O:4].[F:1][C:2]([F:7])([F:6])[C:3]([OH:5])=[O:4].[OH:8][C:9]([C:12]1[N:17]=[C:16]([C:18]([F:21])([F:20])[F:19])[N:15]=[C:14]([O:22][C@@H:23]2[CH2:24][CH2:25][C@H:26]([N:29]3[CH2:32][C:31]([CH2:55][C:56]#[N:57])([N:33]4[CH:37]=[C:36]([C:38]5[C:39]6[CH:46]=[CH:45][NH:44][C:40]=6[N:41]=[CH:42][N:43]=5)[CH:35]=[N:34]4)[CH2:30]3)[CH2:27][CH2:28]2)[CH:13]=1)([CH3:10])[CH3:11].